The task is: Predict the reactants needed to synthesize the given product.. This data is from Full USPTO retrosynthesis dataset with 1.9M reactions from patents (1976-2016). Given the product [CH:21]1([CH2:20][C:8]([CH2:7][C:6]2[CH:5]=[CH:4][C:3]([C:2]([F:15])([F:16])[F:1])=[CH:14][CH:13]=2)([C:11]#[N:12])[C:9]#[N:10])[CH2:24][CH2:23][CH2:22]1, predict the reactants needed to synthesize it. The reactants are: [F:1][C:2]([F:16])([F:15])[C:3]1[CH:14]=[CH:13][C:6]([CH2:7][CH:8]([C:11]#[N:12])[C:9]#[N:10])=[CH:5][CH:4]=1.[H-].[Na+].Br[CH2:20][CH:21]1[CH2:24][CH2:23][CH2:22]1.